This data is from Full USPTO retrosynthesis dataset with 1.9M reactions from patents (1976-2016). The task is: Predict the reactants needed to synthesize the given product. Given the product [CH3:1][S:2]([C:3]1[N:4]([C:15]2[CH:16]=[CH:17][C:18]([O:21][CH2:22][C:23]([F:24])([F:26])[F:25])=[CH:19][CH:20]=2)[C:5](=[O:14])[C:6]2[CH:12]=[CH:11][C:10](=[O:13])[NH:9][C:7]=2[N:8]=1)=[O:29], predict the reactants needed to synthesize it. The reactants are: [CH3:1][S:2][C:3]1[N:4]([C:15]2[CH:20]=[CH:19][C:18]([O:21][CH2:22][C:23]([F:26])([F:25])[F:24])=[CH:17][CH:16]=2)[C:5](=[O:14])[C:6]2[CH:12]=[CH:11][C:10](=[O:13])[NH:9][C:7]=2[N:8]=1.C(O)(=[O:29])C.